From a dataset of Reaction yield outcomes from USPTO patents with 853,638 reactions. Predict the reaction yield, written as a fraction of the theoretical maximum amount of product (1.0 means a 100% yield; for example, 0.34 means a 34% yield). The reactants are [NH:1]1[CH:5]=[CH:4][N:3]=[CH:2]1.[C:6]([Si:10](Cl)([C:17]1[CH:22]=[CH:21][CH:20]=[CH:19][CH:18]=1)[C:11]1[CH:16]=[CH:15][CH:14]=[CH:13][CH:12]=1)([CH3:9])([CH3:8])[CH3:7].[CH2:24]1[O:26][C@H:25]1[CH2:27][OH:28]. The catalyst is C(#N)C. The product is [Si:10]([O:28][CH2:27][C@H:25]([OH:26])[CH2:24][N:1]1[CH:5]=[CH:4][N:3]=[CH:2]1)([C:6]([CH3:9])([CH3:8])[CH3:7])([C:17]1[CH:22]=[CH:21][CH:20]=[CH:19][CH:18]=1)[C:11]1[CH:16]=[CH:15][CH:14]=[CH:13][CH:12]=1. The yield is 0.450.